Dataset: Full USPTO retrosynthesis dataset with 1.9M reactions from patents (1976-2016). Task: Predict the reactants needed to synthesize the given product. (1) Given the product [F:1][C:2]1[CH:3]=[CH:4][C:5]([CH2:6][CH:7]2[CH2:8][CH2:9][N:10]([C:13](=[O:17])[C:14]([NH:20][C:21]3[CH:30]=[CH:29][C:24]4[NH:25][C:26](=[O:28])[O:27][C:23]=4[CH:22]=3)=[O:16])[CH2:11][CH2:12]2)=[CH:18][CH:19]=1, predict the reactants needed to synthesize it. The reactants are: [F:1][C:2]1[CH:19]=[CH:18][C:5]([CH2:6][CH:7]2[CH2:12][CH2:11][N:10]([C:13](=[O:17])[C:14]([OH:16])=O)[CH2:9][CH2:8]2)=[CH:4][CH:3]=1.[NH2:20][C:21]1[CH:30]=[CH:29][C:24]2[NH:25][C:26](=[O:28])[O:27][C:23]=2[CH:22]=1. (2) Given the product [F:25][C:2]([F:1])([F:24])[C:3]1[CH:4]=[CH:5][C:6]([C:9]2[O:13][N:12]=[C:11]([C:14]3[CH:23]=[CH:22][C:17]([C:18]([OH:20])=[O:19])=[CH:16][CH:15]=3)[CH:10]=2)=[CH:7][CH:8]=1, predict the reactants needed to synthesize it. The reactants are: [F:1][C:2]([F:25])([F:24])[C:3]1[CH:8]=[CH:7][C:6]([C:9]2[O:13][N:12]=[C:11]([C:14]3[CH:23]=[CH:22][C:17]([C:18]([O:20]C)=[O:19])=[CH:16][CH:15]=3)[CH:10]=2)=[CH:5][CH:4]=1.[OH-].[Na+].O1CCCC1.Cl. (3) Given the product [F:1][C:2]1[CH:7]=[CH:6][C:5]([CH2:8][O:9][C:10]2[CH:19]=[CH:18][C:17](/[CH:26]=[CH:25]\[CH:24]=[O:23])=[CH:16][C:11]=2[C:12]([O:14][CH3:15])=[O:13])=[CH:4][CH:3]=1, predict the reactants needed to synthesize it. The reactants are: [F:1][C:2]1[CH:7]=[CH:6][C:5]([CH2:8][O:9][C:10]2[CH:19]=[CH:18][C:17](I)=[CH:16][C:11]=2[C:12]([O:14][CH3:15])=[O:13])=[CH:4][CH:3]=1.C([O:23][CH:24](OCC)[CH:25]=[CH2:26])C.C(=O)([O-])[O-].[K+].[K+].Cl.